From a dataset of Reaction yield outcomes from USPTO patents with 853,638 reactions. Predict the reaction yield, written as a fraction of the theoretical maximum amount of product (1.0 means a 100% yield; for example, 0.34 means a 34% yield). (1) The reactants are [NH:1]1[C:5]2=[N:6][CH:7]=[CH:8][CH:9]=[C:4]2[C:3]([CH:10]=[C:11]2[O:15][C:14]([NH:16][CH:17]([CH3:19])[CH3:18])=[C:13](C(OCC)=O)[C:12]2=[O:25])=[CH:2]1. The catalyst is CN(C)C(=O)C.O. The product is [NH:1]1[C:5]2=[N:6][CH:7]=[CH:8][CH:9]=[C:4]2[C:3]([CH:10]=[C:11]2[C:12](=[O:25])[CH:13]=[C:14]([NH:16][CH:17]([CH3:19])[CH3:18])[O:15]2)=[CH:2]1. The yield is 0.120. (2) The product is [CH3:20][C:6]1[CH:5]=[C:4]([CH2:30][C:29]([OH:32])=[O:31])[CH:3]=[C:2]([CH3:1])[C:7]=1[O:8][C:9]1[CH:14]=[CH:13][C:12]([O:15][CH3:16])=[C:11]([CH:17]([CH3:18])[CH3:19])[CH:10]=1. The reactants are [CH3:1][C:2]1[CH:3]=[C:4](CC#N)[CH:5]=[C:6]([CH3:20])[C:7]=1[O:8][C:9]1[CH:14]=[CH:13][C:12]([O:15][CH3:16])=[C:11]([CH:17]([CH3:19])[CH3:18])[CH:10]=1.OS(O)(=O)=O.[C:29]([OH:32])(=[O:31])[CH3:30]. No catalyst specified. The yield is 0.850. (3) The reactants are [CH2:1]([N:8]1[C:16]2[C:11](=[CH:12][C:13]([NH:17][C:18]3[C:23]([C:24]([NH:26][C@@H:27]4[CH2:32][CH2:31][C@H:30]([NH:33][C:34]([C:36]5[N:37]=[C:38]6[CH:43]=[CH:42][CH:41]=[CH:40][N:39]6[CH:44]=5)=[O:35])[CH2:29][CH2:28]4)=[O:25])=[CH:22][C:21]([F:45])=[CH:20][N:19]=3)=[CH:14][CH:15]=2)[CH:10]=[N:9]1)[C:2]1[CH:7]=[CH:6][CH:5]=[CH:4][CH:3]=1.[C:46](N1C=CN=C1)(N1C=CN=C1)=[O:47].[H-].[Na+]. The catalyst is CN(C)C=O. The product is [CH2:1]([N:8]1[C:16]2[C:11](=[CH:12][C:13]([N:17]3[C:18]4[N:19]=[CH:20][C:21]([F:45])=[CH:22][C:23]=4[C:24](=[O:25])[N:26]([C@@H:27]4[CH2:32][CH2:31][C@H:30]([NH:33][C:34]([C:36]5[N:37]=[C:38]6[CH:43]=[CH:42][CH:41]=[CH:40][N:39]6[CH:44]=5)=[O:35])[CH2:29][CH2:28]4)[C:46]3=[O:47])=[CH:14][CH:15]=2)[CH:10]=[N:9]1)[C:2]1[CH:7]=[CH:6][CH:5]=[CH:4][CH:3]=1. The yield is 0.510. (4) The reactants are [CH2:1]([O:3][C:4](=[O:26])[CH2:5][O:6][CH:7]1[CH2:14][CH:13]2[N:15](C(OCC3C=CC=CC=3)=O)[CH:9]([CH2:10][O:11][CH2:12]2)[CH2:8]1)[CH3:2]. The catalyst is CCO.[Pd]. The product is [CH:13]12[NH:15][CH:9]([CH2:8][CH:7]([O:6][CH2:5][C:4]([O:3][CH2:1][CH3:2])=[O:26])[CH2:14]1)[CH2:10][O:11][CH2:12]2. The yield is 0.910.